Predict the product of the given reaction. From a dataset of Forward reaction prediction with 1.9M reactions from USPTO patents (1976-2016). (1) Given the reactants [CH2:1]([N:5]1[C:13]2[C:8](=[CH:9][CH:10]=[C:11]([C:14]([OH:16])=O)[CH:12]=2)[CH:7]=[CH:6]1)[CH2:2][CH2:3][CH3:4].C1C=CC2N(O)N=NC=2C=1.CN(C(ON1N=NC2C=CC=NC1=2)=[N+](C)C)C.F[P-](F)(F)(F)(F)F.[NH2:51][C@@H:52]([CH2:66][C:67]1[CH:72]=[C:71]([F:73])[CH:70]=[C:69]([F:74])[CH:68]=1)[C@H:53]([OH:65])[CH2:54][NH:55][CH2:56][C:57]1[CH:62]=[CH:61][CH:60]=[C:59]([CH2:63][CH3:64])[CH:58]=1, predict the reaction product. The product is: [CH2:1]([N:5]1[C:13]2[C:8](=[CH:9][CH:10]=[C:11]([C:14]([NH:51][C@@H:52]([CH2:66][C:67]3[CH:68]=[C:69]([F:74])[CH:70]=[C:71]([F:73])[CH:72]=3)[C@H:53]([OH:65])[CH2:54][NH:55][CH2:56][C:57]3[CH:62]=[CH:61][CH:60]=[C:59]([CH2:63][CH3:64])[CH:58]=3)=[O:16])[CH:12]=2)[CH:7]=[CH:6]1)[CH2:2][CH2:3][CH3:4]. (2) Given the reactants O=C[C@@H:3]([C@H:5]([C@@H:7]([C@@H:9]([CH2:11][OH:12])O)O)O)O.S([O-])([O-])(=O)=O.[NH4+:18].[NH4+:19].P([O-])(O)(O)=O.[K+].S([O-])([O-])(=O)=[O:27].[Mg+2].CC1[N+:37](CC2C=NC(C)=NC=2N)=[CH:36]SC=1CCO.[Cl-].C([O-])(=O)CCNC(=O)[C@@H](C(CO)(C)C)O.[Ca+2].C([O-])(=O)CCNC(=O)[C@@H](C(CO)(C)C)O.C(=O)([O-])[O-].[Ca+2], predict the reaction product. The product is: [NH2:18][C@H:9]([C:11]([OH:12])=[O:27])[CH2:7][C:5]1[N:37]=[CH:36][NH:19][CH:3]=1. (3) Given the reactants [F:1][C:2]1[CH:7]=[CH:6][CH:5]=[CH:4][C:3]=1[NH:8][C:9](=[O:18])[CH:10]=[CH:11]C1C=CC=CC=1.[Cl-].[Cl-].[Cl-].[Al+3], predict the reaction product. The product is: [F:1][C:2]1[CH:7]=[CH:6][CH:5]=[C:4]2[C:3]=1[NH:8][C:9](=[O:18])[CH:10]=[CH:11]2. (4) Given the reactants CC1C=CC(S(O[CH2:12][C@@H:13]([NH:24][C:25]([O:27][C:28]([CH3:31])([CH3:30])[CH3:29])=[O:26])[C@H:14]([OH:23])[C@@H:15]([CH:20]2[CH2:22][CH2:21]2)[CH2:16][N:17]=[N+]=[N-])(=O)=O)=CC=1.CCN(C(C)C)C(C)C, predict the reaction product. The product is: [CH:20]1([C@H:15]2[CH2:16][NH:17][CH2:12][C@@H:13]([NH:24][C:25](=[O:26])[O:27][C:28]([CH3:31])([CH3:30])[CH3:29])[C@@H:14]2[OH:23])[CH2:22][CH2:21]1. (5) Given the reactants [H-].[Na+].[CH2:3]([O:5][C:6](=[O:10])[CH2:7][C:8]#[N:9])[CH3:4].F[C:12]1[CH:19]=[CH:18][C:15]([C:16]#[N:17])=[CH:14][C:13]=1[N+:20]([O-:22])=[O:21].Cl, predict the reaction product. The product is: [CH2:3]([O:5][C:6](=[O:10])[CH:7]([C:8]#[N:9])[C:12]1[CH:19]=[CH:18][C:15]([C:16]#[N:17])=[CH:14][C:13]=1[N+:20]([O-:22])=[O:21])[CH3:4]. (6) Given the reactants [CH3:1][C:2]1[N:6]=[C:5]([CH3:7])[N:4]([C:8]2[N:13]=[C:12]([CH3:14])[N:11]=[C:10]([C:15]3(O)[CH2:18][CH:17]([C:19]4[N:23]([CH3:24])[C:22]5[CH:25]=[CH:26][CH:27]=[CH:28][C:21]=5[N:20]=4)[CH2:16]3)[CH:9]=2)[N:3]=1.CCN(S(F)(F)[F:36])CC, predict the reaction product. The product is: [CH3:1][C:2]1[N:6]=[C:5]([CH3:7])[N:4]([C:8]2[N:13]=[C:12]([CH3:14])[N:11]=[C:10]([C:15]3([F:36])[CH2:18][CH:17]([C:19]4[N:23]([CH3:24])[C:22]5[CH:25]=[CH:26][CH:27]=[CH:28][C:21]=5[N:20]=4)[CH2:16]3)[CH:9]=2)[N:3]=1.